This data is from Forward reaction prediction with 1.9M reactions from USPTO patents (1976-2016). The task is: Predict the product of the given reaction. (1) Given the reactants O=[C:2]1[C:7]([C:8]#[N:9])=[CH:6][NH:5][C:4]2[CH:10]=[C:11]([C:13]3[CH:18]=[CH:17][CH:16]=[CH:15][CH:14]=3)[S:12][C:3]1=2.P(Cl)(Cl)([Cl:21])=O, predict the reaction product. The product is: [Cl:21][C:2]1[C:7]([C:8]#[N:9])=[CH:6][N:5]=[C:4]2[CH:10]=[C:11]([C:13]3[CH:18]=[CH:17][CH:16]=[CH:15][CH:14]=3)[S:12][C:3]=12. (2) Given the reactants CCN(C(C)C)C(C)C.[F:10][C:11]([F:23])([F:22])[O:12][C:13]1[CH:21]=[CH:20][CH:19]=[CH:18][C:14]=1[C:15]([OH:17])=O.C1C=CC2N(O)N=NC=2C=1.CCN=C=NCCCN(C)C.Cl.[O:46]=[C:47]([N:64]1[CH2:69][CH2:68][NH:67][CH2:66][CH2:65]1)[CH2:48][NH:49][C:50]([C:52]1[CH:57]=[CH:56][C:55]([C:58]2[CH:63]=[CH:62][CH:61]=[CH:60][CH:59]=2)=[CH:54][CH:53]=1)=[O:51], predict the reaction product. The product is: [O:46]=[C:47]([N:64]1[CH2:69][CH2:68][N:67]([C:15](=[O:17])[C:14]2[CH:18]=[CH:19][CH:20]=[CH:21][C:13]=2[O:12][C:11]([F:10])([F:23])[F:22])[CH2:66][CH2:65]1)[CH2:48][NH:49][C:50]([C:52]1[CH:53]=[CH:54][C:55]([C:58]2[CH:63]=[CH:62][CH:61]=[CH:60][CH:59]=2)=[CH:56][CH:57]=1)=[O:51]. (3) Given the reactants Br[C:2]1[CH:9]=[CH:8][CH:7]=[CH:6][C:3]=1[CH2:4][OH:5].[C:10]1(B(O)O)[C:19]2[C:14](=[CH:15][CH:16]=[CH:17][CH:18]=2)[CH:13]=[CH:12][CH:11]=1.[O-]P([O-])([O-])=O.[K+].[K+].[K+], predict the reaction product. The product is: [C:18]1([C:2]2[CH:9]=[CH:8][CH:7]=[CH:6][C:3]=2[CH2:4][OH:5])[C:19]2[C:14](=[CH:13][CH:12]=[CH:11][CH:10]=2)[CH:15]=[CH:16][CH:17]=1. (4) Given the reactants Cl[C:2]1[CH:7]=[C:6]([C:8]([F:11])([F:10])[F:9])[N:5]=[C:4]([C:12]2[CH:13]=[N:14][CH:15]=[CH:16][CH:17]=2)[N:3]=1.[NH2:18][C:19]1[CH:20]=[CH:21][C:22]([O:25][CH3:26])=[N:23][CH:24]=1, predict the reaction product. The product is: [CH3:26][O:25][C:22]1[CH:21]=[CH:20][C:19]([NH:18][C:2]2[CH:7]=[C:6]([C:8]([F:11])([F:10])[F:9])[N:5]=[C:4]([C:12]3[CH:13]=[N:14][CH:15]=[CH:16][CH:17]=3)[N:3]=2)=[CH:24][N:23]=1. (5) The product is: [Cl:1][C:2]1[CH:7]=[CH:6][C:5]([CH3:8])=[CH:4][C:3]=1[C:13]1[N:18]=[C:17]([NH2:19])[N:16]=[C:15]([NH:20][CH3:21])[CH:14]=1. Given the reactants [Cl:1][C:2]1[CH:7]=[CH:6][C:5]([CH3:8])=[CH:4][C:3]=1B(O)O.Cl[C:13]1[N:18]=[C:17]([NH2:19])[N:16]=[C:15]([NH:20][CH3:21])[CH:14]=1, predict the reaction product. (6) The product is: [F:26][C:5]([F:4])([F:25])[C:6]1[CH:7]=[C:8]([C:12]#[C:13][C:14]2[N:18]3[CH:19]=[CH:20][CH:21]=[CH:22][C:17]3=[N:16][C:15]=2[CH2:23][NH:24][CH2:29][C:30]([OH:32])=[O:31])[CH:9]=[CH:10][CH:11]=1. Given the reactants C([BH3-])#N.[F:4][C:5]([F:26])([F:25])[C:6]1[CH:7]=[C:8]([C:12]#[C:13][C:14]2[N:18]3[CH:19]=[CH:20][CH:21]=[CH:22][C:17]3=[N:16][C:15]=2[CH2:23][NH2:24])[CH:9]=[CH:10][CH:11]=1.O.O=[CH:29][C:30]([OH:32])=[O:31], predict the reaction product.